Dataset: Catalyst prediction with 721,799 reactions and 888 catalyst types from USPTO. Task: Predict which catalyst facilitates the given reaction. (1) Reactant: [OH:1][N:2]1[C:10]2[C:5](=[CH:6][CH:7]=[CH:8][CH:9]=2)[CH2:4][C:3]1=[O:11].Br[CH2:13][CH2:14][CH2:15][N:16]1[C:24](=[O:25])[C:23]2[C:18](=[CH:19][CH:20]=[CH:21][CH:22]=2)[C:17]1=[O:26].C([O-])([O-])=O.[Cs+].[Cs+]. Product: [O:11]=[C:3]1[CH2:4][C:5]2[C:10](=[CH:9][CH:8]=[CH:7][CH:6]=2)[N:2]1[O:1][CH2:13][CH2:14][CH2:15][N:16]1[C:24](=[O:25])[C:23]2[C:18](=[CH:19][CH:20]=[CH:21][CH:22]=2)[C:17]1=[O:26]. The catalyst class is: 23. (2) Product: [CH2:28]([O:27][C:25]([C:24]1[N:14]([C:15]2[CH:20]=[CH:19][CH:18]=[C:17]([Cl:21])[C:16]=2[F:22])[N:13]=[C:9]([C:10](=[O:11])[NH2:12])[C:7]=1[NH2:8])=[O:26])[CH3:29]. The catalyst class is: 3. Reactant: C(=O)([O-])[O-].[K+].[K+].[C:7]([C:9](=[N:13][NH:14][C:15]1[CH:20]=[CH:19][CH:18]=[C:17]([Cl:21])[C:16]=1[F:22])[C:10]([NH2:12])=[O:11])#[N:8].Br[CH2:24][C:25]([O:27][CH2:28][CH3:29])=[O:26]. (3) Reactant: [CH:1]1([C:4]2[O:5][C:6]3[C:7](=[C:9]([C:17]#[N:18])[C:10]([CH3:16])=[C:11]([CH2:14][CH3:15])[C:12]=3F)[N:8]=2)[CH2:3][CH2:2]1.C(N(CC)CC)C.[CH3:26][N:27]([CH3:33])[C@H:28]1[CH2:32][CH2:31][NH:30][CH2:29]1.C(=O)([O-])O.[Na+]. Product: [CH:1]1([C:4]2[O:5][C:6]3[C:7](=[C:9]([C:17]#[N:18])[C:10]([CH3:16])=[C:11]([CH2:14][CH3:15])[C:12]=3[N:30]3[CH2:31][CH2:32][C@H:28]([N:27]([CH3:33])[CH3:26])[CH2:29]3)[N:8]=2)[CH2:3][CH2:2]1. The catalyst class is: 148. (4) Reactant: C([O:3][C:4](=O)[CH:5]([CH3:24])[CH2:6][N:7]([C:14]1[C:19]([N+:20]([O-])=O)=[CH:18][N:17]=[C:16]([Cl:23])[N:15]=1)[C:8]1[CH:13]=[CH:12][CH:11]=[CH:10][CH:9]=1)C. Product: [Cl:23][C:16]1[N:17]=[CH:18][C:19]2[NH:20][C:4](=[O:3])[CH:5]([CH3:24])[CH2:6][N:7]([C:8]3[CH:13]=[CH:12][CH:11]=[CH:10][CH:9]=3)[C:14]=2[N:15]=1. The catalyst class is: 153. (5) Reactant: Br[C:2]1[C:10]2[C:9]([NH:11][C@H:12]([C:14]3[N:19]([C:20]4[CH:25]=[CH:24][CH:23]=[CH:22][CH:21]=4)[C:18](=[O:26])[C:17]4=[C:27]([CH3:30])[CH:28]=[CH:29][N:16]4[N:15]=3)[CH3:13])=[N:8][CH:7]=[N:6][C:5]=2[N:4]([CH2:31][O:32][CH2:33][CH2:34][Si:35]([CH3:38])([CH3:37])[CH3:36])[CH:3]=1.[CH3:39][O:40][C:41]1[CH:46]=[CH:45][CH:44]=[C:43](B2OC(C)(C)C(C)(C)O2)[N:42]=1.C(=O)([O-])[O-].[Na+].[Na+]. Product: [CH3:39][O:40][C:41]1[N:42]=[C:43]([C:2]2[C:10]3[C:9]([NH:11][C@H:12]([C:14]4[N:19]([C:20]5[CH:25]=[CH:24][CH:23]=[CH:22][CH:21]=5)[C:18](=[O:26])[C:17]5=[C:27]([CH3:30])[CH:28]=[CH:29][N:16]5[N:15]=4)[CH3:13])=[N:8][CH:7]=[N:6][C:5]=3[N:4]([CH2:31][O:32][CH2:33][CH2:34][Si:35]([CH3:38])([CH3:36])[CH3:37])[CH:3]=2)[CH:44]=[CH:45][CH:46]=1. The catalyst class is: 235.